This data is from Full USPTO retrosynthesis dataset with 1.9M reactions from patents (1976-2016). The task is: Predict the reactants needed to synthesize the given product. (1) Given the product [CH3:33][C:32]([CH3:35])([CH3:34])[C@H:27]([NH:26][C:8]([C:5]1[CH:4]=[C:3]([O:11][CH2:12][C:13]([F:16])([F:15])[F:14])[C:2]([Cl:1])=[CH:7][N:6]=1)=[O:10])[C:28](=[O:29])[NH:30][CH3:31], predict the reactants needed to synthesize it. The reactants are: [Cl:1][C:2]1[C:3]([O:11][CH2:12][C:13]([F:16])([F:15])[F:14])=[CH:4][C:5]([C:8]([OH:10])=O)=[N:6][CH:7]=1.CCN(C(C)C)C(C)C.[NH2:26][C@@H:27]([C:32]([CH3:35])([CH3:34])[CH3:33])[C:28]([NH:30][CH3:31])=[O:29]. (2) Given the product [F:52][C:49]([F:50])([F:51])[C:41]1[CH:40]=[C:39]([C:30]2[N:21]3[CH:22]=[C:23]([C:24]4[CH:29]=[CH:28][CH:27]=[CH:26][CH:25]=4)[C:18]([C:15]4[CH:16]=[CH:17][C:12]([C:8]5([NH2:7])[CH2:11][CH2:10][CH2:9]5)=[CH:13][CH:14]=4)=[N:19][C:20]3=[N:32][C:31]=2[C:33]2[CH:34]=[CH:35][CH:36]=[CH:37][CH:38]=2)[CH:44]=[C:43]([C:45]([F:46])([F:47])[F:48])[CH:42]=1, predict the reactants needed to synthesize it. The reactants are: C(OC(=O)[NH:7][C:8]1([C:12]2[CH:17]=[CH:16][C:15]([C:18]3[C:23]([C:24]4[CH:29]=[CH:28][CH:27]=[CH:26][CH:25]=4)=[CH:22][N:21]4[C:30]([C:39]5[CH:44]=[C:43]([C:45]([F:48])([F:47])[F:46])[CH:42]=[C:41]([C:49]([F:52])([F:51])[F:50])[CH:40]=5)=[C:31]([C:33]5[CH:38]=[CH:37][CH:36]=[CH:35][CH:34]=5)[N:32]=[C:20]4[N:19]=3)=[CH:14][CH:13]=2)[CH2:11][CH2:10][CH2:9]1)(C)(C)C.Cl.CO.